The task is: Predict the reaction yield, written as a fraction of the theoretical maximum amount of product (1.0 means a 100% yield; for example, 0.34 means a 34% yield).. This data is from Reaction yield outcomes from USPTO patents with 853,638 reactions. (1) The reactants are [O:1]=[C:2]([CH3:36])[S:3][CH2:4][CH2:5][CH2:6][CH2:7][CH2:8][CH2:9][CH2:10][CH2:11][CH2:12][CH2:13][CH2:14][O:15][CH2:16][CH2:17][O:18][CH2:19][CH2:20][O:21][CH2:22][CH2:23][O:24][C:25]1[CH:35]=[CH:34][C:28]([O:29][CH2:30][C:31]([OH:33])=O)=[CH:27][CH:26]=1.ON1C(=O)CCC1=O.C1(N=C=NC2CCCCC2)CCCCC1.[C:60]([O:64][C:65](=[O:80])[CH2:66][O:67][CH2:68][CH2:69][O:70][CH2:71][CH2:72][O:73][CH2:74][CH2:75][O:76][CH2:77][CH2:78][NH2:79])([CH3:63])([CH3:62])[CH3:61].C(N(CC)CC)C. The catalyst is O1CCCC1. The product is [O:33]=[C:31]([NH:79][CH2:78][CH2:77][O:76][CH2:75][CH2:74][O:73][CH2:72][CH2:71][O:70][CH2:69][CH2:68][O:67][CH2:66][C:65]([O:64][C:60]([CH3:63])([CH3:62])[CH3:61])=[O:80])[CH2:30][O:29][C:28]1[CH:27]=[CH:26][C:25]([O:24][CH2:23][CH2:22][O:21][CH2:20][CH2:19][O:18][CH2:17][CH2:16][O:15][CH2:14][CH2:13][CH2:12][CH2:11][CH2:10][CH2:9][CH2:8][CH2:7][CH2:6][CH2:5][CH2:4][S:3][C:2](=[O:1])[CH3:36])=[CH:35][CH:34]=1. The yield is 0.610. (2) The product is [Cl:1][C:2]1[N:7]=[C:6]([N:8]([CH3:18])[C:9]2[CH:10]=[C:11]3[C:15](=[CH:16][CH:17]=2)[N:14]([C:24]([O:23][C:20]([CH3:22])([CH3:21])[CH3:19])=[O:25])[N:13]=[CH:12]3)[CH:5]=[CH:4][N:3]=1. The reactants are [Cl:1][C:2]1[N:7]=[C:6]([N:8]([CH3:18])[C:9]2[CH:10]=[C:11]3[C:15](=[CH:16][CH:17]=2)[NH:14][N:13]=[CH:12]3)[CH:5]=[CH:4][N:3]=1.[CH3:19][C:20]([O:23][C:24](O[C:24]([O:23][C:20]([CH3:22])([CH3:21])[CH3:19])=[O:25])=[O:25])([CH3:22])[CH3:21]. The catalyst is C(Cl)Cl.CN(C1C=CN=CC=1)C. The yield is 0.388. (3) The reactants are [F:1][C:2]1[C:3]([NH:20][C:21]2[CH:26]=[CH:25][C:24]([I:27])=[CH:23][C:22]=2[F:28])=[C:4]([CH:12]=[C:13]([CH2:16][NH:17][O:18][CH3:19])[C:14]=1[F:15])[C:5]([NH:7][O:8][CH2:9][CH2:10][OH:11])=[O:6].[C:29](ON1C(=O)C2C=CC=CC=2N=N1)(=[O:32])[CH2:30][CH3:31].C(O)(=O)CC. No catalyst specified. The product is [F:1][C:2]1[C:3]([NH:20][C:21]2[CH:26]=[CH:25][C:24]([I:27])=[CH:23][C:22]=2[F:28])=[C:4]([CH:12]=[C:13]([CH2:16][N:17]([O:18][CH3:19])[C:29](=[O:32])[CH2:30][CH3:31])[C:14]=1[F:15])[C:5]([NH:7][O:8][CH2:9][CH2:10][OH:11])=[O:6]. The yield is 0.310. (4) The product is [F:1][C:2]1[C:10]([C:11]2[CH:12]=[CH:13][C:14]([C:17]3([CH2:21][OH:22])[CH2:18][CH2:19][CH2:20]3)=[CH:15][CH:16]=2)=[C:9]([F:23])[CH:8]=[C:7]2[C:3]=1[C:4]([C:24]([OH:32])=[O:25])=[CH:5][NH:6]2. The yield is 0.420. The catalyst is C(#N)C.C(O)(C)(C)C.O. The reactants are [F:1][C:2]1[C:10]([C:11]2[CH:16]=[CH:15][C:14]([C:17]3([CH2:21][OH:22])[CH2:20][CH2:19][CH2:18]3)=[CH:13][CH:12]=2)=[C:9]([F:23])[CH:8]=[C:7]2[C:3]=1[C:4]([CH:24]=[O:25])=[CH:5][NH:6]2.CC(=CC)C.Cl([O-])=[O:32].[Na+].P([O-])(O)(O)=O.[Na+].S([O-])([O-])=O.[Na+].[Na+].